This data is from Forward reaction prediction with 1.9M reactions from USPTO patents (1976-2016). The task is: Predict the product of the given reaction. Given the reactants Cl.Cl.[OH:3][CH:4]([C:16]1[C:25]2[C:20](=[CH:21][CH:22]=[C:23]([O:26][CH3:27])[CH:24]=2)[N:19]=[CH:18][C:17]=1[F:28])[CH2:5][CH2:6][CH:7]1[CH2:12][CH2:11][NH:10][CH2:9][CH:8]1[C:13]([OH:15])=[O:14].Br[CH2:30][CH2:31][S:32][C:33]1[S:34][CH:35]=[CH:36][CH:37]=1.[C:38](=O)([O-])[O-].[K+].[K+].[I-].[K+], predict the reaction product. The product is: [OH:3][CH:4]([C:16]1[C:25]2[C:20](=[CH:21][CH:22]=[C:23]([O:26][CH3:27])[CH:24]=2)[N:19]=[CH:18][C:17]=1[F:28])[CH2:5][CH2:6][CH:7]1[CH2:12][CH2:11][N:10]([CH2:30][CH2:31][S:32][C:33]2[S:34][CH:35]=[CH:36][CH:37]=2)[CH2:9][CH:8]1[C:13]([O:15][CH3:38])=[O:14].